Dataset: Reaction yield outcomes from USPTO patents with 853,638 reactions. Task: Predict the reaction yield, written as a fraction of the theoretical maximum amount of product (1.0 means a 100% yield; for example, 0.34 means a 34% yield). The reactants are [F:1][C:2]1[CH:19]=[C:18]([N+:20]([O-:22])=[O:21])[CH:17]=[CH:16][C:3]=1[O:4][C:5]1[C:14]2[C:9](=[CH:10][C:11]([OH:15])=[CH:12][CH:13]=2)[N:8]=[CH:7][CH:6]=1.[OH-:23].[Na+].C(Cl)(Cl)Cl.Cl. The catalyst is CC(C)=O.O. The product is [F:1][C:2]1[CH:19]=[C:18]([N+:20]([O-:22])=[O:21])[CH:17]=[CH:16][C:3]=1[O:4][C:5]1[C:14]2[C:9](=[CH:10][C:11]([O:15][C:14]([CH3:9])([CH3:13])[C:5]([OH:4])=[O:23])=[CH:12][CH:13]=2)[N:8]=[CH:7][CH:6]=1. The yield is 0.364.